From a dataset of Full USPTO retrosynthesis dataset with 1.9M reactions from patents (1976-2016). Predict the reactants needed to synthesize the given product. (1) Given the product [CH3:1][O:2][C:3]1[CH:4]=[C:5]([CH:9]=[CH:10][C:11]=1[CH3:12])[C:6]([C:3]1[CH:4]=[CH:5][CH:9]=[CH:10][CH:11]=1)=[O:8], predict the reactants needed to synthesize it. The reactants are: [CH3:1][O:2][C:3]1[CH:4]=[C:5]([CH:9]=[CH:10][C:11]=1[CH3:12])[C:6]([OH:8])=O.[Li]C. (2) The reactants are: [F:1][C:2]1([F:39])[C@@H:7]([O:8][C:9]2[CH:16]=[CH:15][C:14]([C:17]3[N:22]=[C:21]([NH:23][C:24]4[CH:29]=[CH:28][C:27]([CH:30]5[CH2:35][CH2:34][NH:33][CH2:32][CH2:31]5)=[C:26]([CH3:36])[CH:25]=4)[N:20]=[CH:19][N:18]=3)=[CH:13][C:10]=2[C:11]#[N:12])[CH2:6][CH2:5][N:4]([CH:37]=[O:38])[CH2:3]1.C=O.[C:42](O[BH-](OC(=O)C)OC(=O)C)(=O)C.[Na+]. Given the product [F:39][C:2]1([F:1])[C@@H:7]([O:8][C:9]2[CH:16]=[CH:15][C:14]([C:17]3[N:22]=[C:21]([NH:23][C:24]4[CH:29]=[CH:28][C:27]([CH:30]5[CH2:35][CH2:34][N:33]([CH3:42])[CH2:32][CH2:31]5)=[C:26]([CH3:36])[CH:25]=4)[N:20]=[CH:19][N:18]=3)=[CH:13][C:10]=2[C:11]#[N:12])[CH2:6][CH2:5][N:4]([CH:37]=[O:38])[CH2:3]1, predict the reactants needed to synthesize it. (3) Given the product [OH:22][C:3]1[CH:31]=[C:30]2[C:6]([CH:26]=[CH:27][C:28]([B:8]([OH:13])[OH:9])=[CH:29]2)=[CH:5][CH:4]=1, predict the reactants needed to synthesize it. The reactants are: [H-].[Na+].[CH2:3]([Li])[CH2:4][CH2:5][CH3:6].[B:8](OC(C)C)([O:13]C(C)C)[O:9]C(C)C.S(=O)(=O)(O)[OH:22].[CH3:26][CH2:27][CH2:28][CH2:29][CH2:30][CH3:31]. (4) Given the product [CH2:26]([C@@H:33]1[CH2:34][NH:35][CH2:36][CH2:37][N:38]1[C:23]([C:9]1[O:8][C:7]([C:2]2[CH:3]=[CH:4][CH:5]=[CH:6][C:1]=2[C:12]2[CH:13]=[CH:14][CH:15]=[CH:16][CH:17]=2)=[N:11][N:10]=1)=[O:25])[C:27]1[CH:32]=[CH:31][CH:30]=[CH:29][CH:28]=1, predict the reactants needed to synthesize it. The reactants are: [C:1]1([C:12]2[CH:17]=[CH:16][CH:15]=[CH:14][CH:13]=2)[CH:6]=[CH:5][CH:4]=[CH:3][C:2]=1[C:7]1[O:8][CH:9]=[N:10][N:11]=1.[Li]CCCC.[C:23](=[O:25])=O.[CH2:26]([C@H:33]1[NH:38][CH2:37][CH2:36][N:35](C(OC(C)(C)C)=O)[CH2:34]1)[C:27]1[CH:32]=[CH:31][CH:30]=[CH:29][CH:28]=1.CCN=C=NCCCN(C)C.C1C=CC2N(O)N=NC=2C=1. (5) Given the product [F:16][C:14]1[CH:13]=[CH:12][C:11]([C:17]([F:20])([F:19])[F:18])=[C:10]([NH:9][C:6]2[CH:5]=[CH:4][C:3]([CH2:2][NH:1][C:35]([C@:30]3([NH:29][C:27]([C:25]4[CH:24]=[N:23][CH:22]=[N:21][CH:26]=4)=[O:28])[CH2:34][CH2:33][O:32][CH2:31]3)=[O:36])=[N:8][CH:7]=2)[CH:15]=1, predict the reactants needed to synthesize it. The reactants are: [NH2:1][CH2:2][C:3]1[N:8]=[CH:7][C:6]([NH:9][C:10]2[CH:15]=[C:14]([F:16])[CH:13]=[CH:12][C:11]=2[C:17]([F:20])([F:19])[F:18])=[CH:5][CH:4]=1.[N:21]1[CH:26]=[C:25]([C:27]([NH:29][C@@:30]2([C:35](O)=[O:36])[CH2:34][CH2:33][O:32][CH2:31]2)=[O:28])[CH:24]=[N:23][CH:22]=1.